From a dataset of Full USPTO retrosynthesis dataset with 1.9M reactions from patents (1976-2016). Predict the reactants needed to synthesize the given product. (1) Given the product [C:7]1([C:13]2[C:14]([OH:15])=[N:1][C:2]3[N:3]([N:4]=[CH:5][CH:6]=3)[C:19]=2[OH:20])[CH:12]=[CH:11][CH:10]=[CH:9][CH:8]=1, predict the reactants needed to synthesize it. The reactants are: [NH2:1][C:2]1[CH:6]=[CH:5][NH:4][N:3]=1.[C:7]1([CH:13]([C:19](OCC)=[O:20])[C:14](OCC)=[O:15])[CH:12]=[CH:11][CH:10]=[CH:9][CH:8]=1. (2) Given the product [CH2:3]1[C:4]2([CH2:5][NH:6][CH2:7]2)[CH2:1][N:2]1[C:8]1[N:17]=[C:18]([N:32]2[C:26]3[CH:25]=[C:24]([C:37]4[CH:36]=[N:35][N:34]([CH3:33])[CH:38]=4)[N:29]=[CH:28][C:27]=3[CH:30]=[N:31]2)[CH:19]=[CH:20][CH:21]=1, predict the reactants needed to synthesize it. The reactants are: [CH2:1]1[C:4]2([CH2:7][NH:6][CH2:5]2)[CH2:3][N:2]1[C:8](OC(C)(C)C)=O.BrC1[CH:21]=[CH:20][CH:19]=[C:18](F)[N:17]=1.Cl[C:24]1[N:29]=[CH:28][C:27]2[CH:30]=[N:31][NH:32][C:26]=2[CH:25]=1.[CH3:33][N:34]1[CH:38]=[C:37](B2OC(C)(C)C(C)(C)O2)[CH:36]=[N:35]1. (3) Given the product [CH3:20][O:21][C:22](=[O:27])[CH2:23][C:24]([NH:15][C:12]1[CH:13]=[CH:14][C:9]([O:8][CH2:7][C:6]2[CH:16]=[CH:17][C:3]([C:2]([F:18])([F:19])[F:1])=[CH:4][CH:5]=2)=[CH:10][CH:11]=1)=[O:25], predict the reactants needed to synthesize it. The reactants are: [F:1][C:2]([F:19])([F:18])[C:3]1[CH:17]=[CH:16][C:6]([CH2:7][O:8][C:9]2[CH:14]=[CH:13][C:12]([NH2:15])=[CH:11][CH:10]=2)=[CH:5][CH:4]=1.[CH3:20][O:21][C:22](=[O:27])[CH2:23][C:24](Cl)=[O:25]. (4) Given the product [CH3:32][O:33][C:34]1[CH:39]=[CH:38][CH:37]=[CH:36][C:35]=1[C:8]1[C:6]2[O:7][C@:2]([CH2:20][O:21][S:22]([C:25]3[CH:26]=[CH:27][C:28]([CH3:31])=[CH:29][CH:30]=3)(=[O:24])=[O:23])([CH3:1])[CH2:3][O:4][C:5]=2[CH:11]=[CH:10][CH:9]=1, predict the reactants needed to synthesize it. The reactants are: [CH3:1][C@@:2]1([CH2:20][O:21][S:22]([C:25]2[CH:30]=[CH:29][C:28]([CH3:31])=[CH:27][CH:26]=2)(=[O:24])=[O:23])[O:7][C:6]2[C:8](OS(C(F)(F)F)(=O)=O)=[CH:9][CH:10]=[CH:11][C:5]=2[O:4][CH2:3]1.[CH3:32][O:33][C:34]1[CH:39]=[CH:38][CH:37]=[CH:36][C:35]=1B(O)O. (5) Given the product [CH3:31][N:32]([CH2:2][C:3]1[N:4]=[C:5]([C:8]2[CH:9]=[C:10]([C:14]3[CH2:20][C:19](=[O:21])[NH:18][C:17]4[CH:22]=[C:23]([N:26]5[CH:30]=[CH:29][CH:28]=[CH:27]5)[CH:24]=[CH:25][C:16]=4[N:15]=3)[CH:11]=[CH:12][CH:13]=2)[O:6][CH:7]=1)[CH3:33], predict the reactants needed to synthesize it. The reactants are: Cl[CH2:2][C:3]1[N:4]=[C:5]([C:8]2[CH:9]=[C:10]([C:14]3[CH2:20][C:19](=[O:21])[NH:18][C:17]4[CH:22]=[C:23]([N:26]5[CH:30]=[CH:29][CH:28]=[CH:27]5)[CH:24]=[CH:25][C:16]=4[N:15]=3)[CH:11]=[CH:12][CH:13]=2)[O:6][CH:7]=1.[CH3:31][NH:32][CH3:33].O. (6) Given the product [O:1]1[CH:5]=[CH:4][CH:3]=[C:2]1[C:6]1[CH:7]=[C:8]([CH:9]=[CH:10][CH:11]=1)[CH2:12][CH2:13][Br:16], predict the reactants needed to synthesize it. The reactants are: [O:1]1[CH:5]=[CH:4][CH:3]=[C:2]1[C:6]1[CH:7]=[C:8]([CH2:12][CH2:13]O)[CH:9]=[CH:10][CH:11]=1.C(Br)(Br)(Br)[Br:16].C1(P(C2C=CC=CC=2)C2C=CC=CC=2)C=CC=CC=1. (7) Given the product [C:22]1([C:2]2[CH:3]=[CH:4][C:5]([N:8]3[CH2:14][CH2:13][CH2:12][N:11]([C:15]4[CH:20]=[CH:19][C:18]([C:22]5[CH:27]=[CH:26][CH:25]=[CH:24][CH:23]=5)=[CH:17][N:16]=4)[CH2:10][CH2:9]3)=[N:6][CH:7]=2)[CH:27]=[CH:26][CH:25]=[CH:24][CH:23]=1, predict the reactants needed to synthesize it. The reactants are: Br[C:2]1[CH:3]=[CH:4][C:5]([N:8]2[CH2:14][CH2:13][CH2:12][N:11]([C:15]3[CH:20]=[CH:19][C:18](Br)=[CH:17][N:16]=3)[CH2:10][CH2:9]2)=[N:6][CH:7]=1.[C:22]1(B(O)O)[CH:27]=[CH:26][CH:25]=[CH:24][CH:23]=1.C(=O)([O-])[O-].[K+].[K+]. (8) The reactants are: [CH:1]([N:4]1[CH:8]=[CH:7][C:6]([CH:9]([N:14]2[CH2:20][CH2:19][CH2:18][N:17]([C:21]3[C:22]([O:31][CH3:32])=[CH:23][CH:24]=[C:25]4[C:30]=3[N:29]=[CH:28][CH:27]=[CH:26]4)[CH2:16][CH2:15]2)[CH2:10][C:11]([OH:13])=O)=[N:5]1)([CH3:3])[CH3:2].[N:33]1([CH2:38][CH2:39][NH2:40])[CH2:37][CH2:36][CH2:35][CH2:34]1.C(N(CC)C(C)C)(C)C.CN(C(ON1N=NC2C=CC=NC1=2)=[N+](C)C)C.F[P-](F)(F)(F)(F)F. Given the product [CH:1]([N:4]1[CH:8]=[CH:7][C:6]([CH:9]([N:14]2[CH2:20][CH2:19][CH2:18][N:17]([C:21]3[C:22]([O:31][CH3:32])=[CH:23][CH:24]=[C:25]4[C:30]=3[N:29]=[CH:28][CH:27]=[CH:26]4)[CH2:16][CH2:15]2)[CH2:10][C:11]([NH:40][CH2:39][CH2:38][N:33]2[CH2:37][CH2:36][CH2:35][CH2:34]2)=[O:13])=[N:5]1)([CH3:3])[CH3:2], predict the reactants needed to synthesize it. (9) Given the product [CH3:13][C:12]1[CH:14]=[CH:15][C:9]([S:6]([O-:2])(=[O:8])=[O:7])=[CH:10][CH:11]=1.[CH3:1][O:2][CH2:3][CH2:4][N+:24]([CH3:22])([CH3:25])[CH2:27][CH2:28][CH2:18][CH2:19][CH2:20][CH2:21][CH2:15][CH2:9][CH2:10][CH3:11], predict the reactants needed to synthesize it. The reactants are: [CH3:1][O:2][CH2:3][CH2:4]O.[S:6](Cl)([C:9]1[CH:15]=[CH:14][C:12]([CH3:13])=[CH:11][CH:10]=1)(=[O:8])=[O:7].O1[CH2:21][CH2:20][CH2:19][CH2:18]1.[CH2:22]([N:24]([CH2:27][CH3:28])[CH2:25]C)C. (10) The reactants are: Cl.[NH2:2][C:3]1[CH:7]=[CH:6][N:5]([C:8]2[CH:13]=[CH:12][C:11]([C:14]3[CH:19]=[CH:18][CH:17]=[C:16]([O:20][CH3:21])[C:15]=3[OH:22])=[CH:10][CH:9]=2)[C:4]=1[C:23]([O:25][CH2:26][CH3:27])=[O:24].[F:28][C:29]1[CH:34]=[CH:33][CH:32]=[CH:31][C:30]=1[N:35]=[C:36]=[O:37]. Given the product [F:28][C:29]1[CH:34]=[CH:33][CH:32]=[CH:31][C:30]=1[NH:35][C:36]([NH:2][C:3]1[CH:7]=[CH:6][N:5]([C:8]2[CH:9]=[CH:10][C:11]([C:14]3[CH:19]=[CH:18][CH:17]=[C:16]([O:20][CH3:21])[C:15]=3[OH:22])=[CH:12][CH:13]=2)[C:4]=1[C:23]([O:25][CH2:26][CH3:27])=[O:24])=[O:37], predict the reactants needed to synthesize it.